This data is from Reaction yield outcomes from USPTO patents with 853,638 reactions. The task is: Predict the reaction yield, written as a fraction of the theoretical maximum amount of product (1.0 means a 100% yield; for example, 0.34 means a 34% yield). (1) The yield is 0.900. The product is [OH:12][C:13]1[CH:21]=[CH:20][C:16]([C:17]([O:19][C:25]([CH3:28])([CH3:27])[CH3:26])=[O:18])=[CH:15][C:14]=1[N+:22]([O-:24])=[O:23]. The catalyst is ClCCl. The reactants are [O-]S([O-])(=O)=O.[Mg+2].S(=O)(=O)(O)O.[OH:12][C:13]1[CH:21]=[CH:20][C:16]([C:17]([OH:19])=[O:18])=[CH:15][C:14]=1[N+:22]([O-:24])=[O:23].[C:25](O)([CH3:28])([CH3:27])[CH3:26].C(=O)([O-])O.[Na+]. (2) The reactants are Br[C:2]1[CH:7]=[CH:6][C:5]([C@@H:8]([N:10]2[CH2:15][CH2:14][C@:13]([CH2:23][C:24]([CH3:28])([CH3:27])[C:25]#[N:26])([C:16]3[CH:21]=[CH:20][C:19]([F:22])=[CH:18][CH:17]=3)[O:12][C:11]2=[O:29])[CH3:9])=[CH:4][CH:3]=1.[B:30]1([B:30]2[O:34][C:33]([CH3:36])([CH3:35])[C:32]([CH3:38])([CH3:37])[O:31]2)[O:34][C:33]([CH3:36])([CH3:35])[C:32]([CH3:38])([CH3:37])[O:31]1.CC([O-])=O.[K+]. The catalyst is CS(C)=O.C1C=CC(P(C2C=CC=CC=2)[C-]2C=CC=C2)=CC=1.C1C=CC(P(C2C=CC=CC=2)[C-]2C=CC=C2)=CC=1.Cl[Pd]Cl.[Fe+2]. The product is [F:22][C:19]1[CH:20]=[CH:21][C:16]([C@:13]2([CH2:23][C:24]([CH3:28])([CH3:27])[C:25]#[N:26])[O:12][C:11](=[O:29])[N:10]([C@H:8]([C:5]3[CH:6]=[CH:7][C:2]([B:30]4[O:34][C:33]([CH3:36])([CH3:35])[C:32]([CH3:38])([CH3:37])[O:31]4)=[CH:3][CH:4]=3)[CH3:9])[CH2:15][CH2:14]2)=[CH:17][CH:18]=1. The yield is 0.237.